This data is from Forward reaction prediction with 1.9M reactions from USPTO patents (1976-2016). The task is: Predict the product of the given reaction. (1) Given the reactants [CH3:1][C:2]1[N:6]2[CH:7]=[C:8]([C:11]3[CH:12]=[C:13]([CH2:17][OH:18])[CH:14]=[CH:15][CH:16]=3)[CH:9]=[CH:10][C:5]2=[N:4][C:3]=1[C:19]1[S:20][CH:21]=[CH:22][CH:23]=1.[ClH:24], predict the reaction product. The product is: [ClH:24].[CH3:1][C:2]1[N:6]2[CH:7]=[C:8]([C:11]3[CH:12]=[C:13]([CH2:17][OH:18])[CH:14]=[CH:15][CH:16]=3)[CH:9]=[CH:10][C:5]2=[N:4][C:3]=1[C:19]1[S:20][CH:21]=[CH:22][CH:23]=1. (2) Given the reactants [CH2:1]([O:3][C:4](=[O:22])[NH:5][C:6]([CH3:21])([CH3:20])[CH2:7][CH2:8][N:9]1C(=O)C2C(=CC=CC=2)C1=O)[CH3:2].O.NN, predict the reaction product. The product is: [NH2:9][CH2:8][CH2:7][C:6]([NH:5][C:4](=[O:22])[O:3][CH2:1][CH3:2])([CH3:21])[CH3:20]. (3) Given the reactants [C:1](Cl)(=[O:8])[C:2]1[CH:7]=[CH:6][N:5]=[CH:4][CH:3]=1.[CH3:10][C:11]1[C:15]([NH2:16])=[C:14]([C:17]2[CH:22]=[CH:21][CH:20]=[CH:19][CH:18]=2)[NH:13][N:12]=1.O, predict the reaction product. The product is: [CH3:10][C:11]1[C:15]([NH:16][C:1](=[O:8])[C:2]2[CH:7]=[CH:6][N:5]=[CH:4][CH:3]=2)=[C:14]([C:17]2[CH:18]=[CH:19][CH:20]=[CH:21][CH:22]=2)[NH:13][N:12]=1. (4) Given the reactants [CH3:1][O:2][CH2:3][CH2:4][N:5]1[C:10](=[O:11])[CH:9]=[C:8](OC)[CH:7]=[N:6]1.P(Cl)(Cl)([Cl:16])=O, predict the reaction product. The product is: [Cl:16][C:8]1[CH:7]=[N:6][N:5]([CH2:4][CH2:3][O:2][CH3:1])[C:10](=[O:11])[CH:9]=1.